The task is: Predict the product of the given reaction.. This data is from Forward reaction prediction with 1.9M reactions from USPTO patents (1976-2016). (1) Given the reactants Br[C:2]1[C:3]2[N:10]([C:11]3[CH:16]=[CH:15][CH:14]=[CH:13][CH:12]=3)[C:9]([C:17]3[C:18]([NH2:22])=[N:19][O:20][N:21]=3)=[N:8][C:4]=2[CH:5]=[N:6][CH:7]=1.[CH:23]([C:25]1[CH:30]=[CH:29][C:28](B(O)O)=[CH:27][CH:26]=1)=[O:24].C([O-])([O-])=O.[K+].[K+], predict the reaction product. The product is: [NH2:22][C:18]1[C:17]([C:9]2[N:10]([C:11]3[CH:16]=[CH:15][CH:14]=[CH:13][CH:12]=3)[C:3]3[C:2]([C:28]4[CH:29]=[CH:30][C:25]([CH:23]=[O:24])=[CH:26][CH:27]=4)=[CH:7][N:6]=[CH:5][C:4]=3[N:8]=2)=[N:21][O:20][N:19]=1. (2) The product is: [Br:17][CH2:2][CH2:3][CH2:4][N:5]1[C:13](=[O:14])[C:12]2[C:7](=[N:8][CH:9]=[CH:10][CH:11]=2)[C:6]1=[O:15]. Given the reactants O[CH2:2][CH2:3][CH2:4][N:5]1[C:13](=[O:14])[C:12]2[C:7](=[N:8][CH:9]=[CH:10][CH:11]=2)[C:6]1=[O:15].P(Br)(Br)[Br:17], predict the reaction product.